Dataset: Merck oncology drug combination screen with 23,052 pairs across 39 cell lines. Task: Regression. Given two drug SMILES strings and cell line genomic features, predict the synergy score measuring deviation from expected non-interaction effect. (1) Drug 1: CNC(=O)c1cc(Oc2ccc(NC(=O)Nc3ccc(Cl)c(C(F)(F)F)c3)cc2)ccn1. Drug 2: Cn1cc(-c2cnn3c(N)c(Br)c(C4CCCNC4)nc23)cn1. Cell line: UACC62. Synergy scores: synergy=5.98. (2) Drug 1: O=S1(=O)NC2(CN1CC(F)(F)F)C1CCC2Cc2cc(C=CCN3CCC(C(F)(F)F)CC3)ccc2C1. Drug 2: CCc1c2c(nc3ccc(O)cc13)-c1cc3c(c(=O)n1C2)COC(=O)C3(O)CC. Cell line: A2780. Synergy scores: synergy=14.6. (3) Drug 1: O=S1(=O)NC2(CN1CC(F)(F)F)C1CCC2Cc2cc(C=CCN3CCC(C(F)(F)F)CC3)ccc2C1. Drug 2: N#Cc1ccc(Cn2cncc2CN2CCN(c3cccc(Cl)c3)C(=O)C2)cc1. Cell line: NCIH460. Synergy scores: synergy=-1.85. (4) Drug 1: COC1CC2CCC(C)C(O)(O2)C(=O)C(=O)N2CCCCC2C(=O)OC(C(C)CC2CCC(OP(C)(C)=O)C(OC)C2)CC(=O)C(C)C=C(C)C(O)C(OC)C(=O)C(C)CC(C)C=CC=CC=C1C. Drug 2: COC1=C2CC(C)CC(OC)C(O)C(C)C=C(C)C(OC(N)=O)C(OC)C=CC=C(C)C(=O)NC(=CC1=O)C2=O. Cell line: UWB1289. Synergy scores: synergy=-14.3. (5) Drug 1: O=P1(N(CCCl)CCCl)NCCCO1. Drug 2: O=C(CCCCCCC(=O)Nc1ccccc1)NO. Cell line: VCAP. Synergy scores: synergy=30.7.